This data is from Reaction yield outcomes from USPTO patents with 853,638 reactions. The task is: Predict the reaction yield, written as a fraction of the theoretical maximum amount of product (1.0 means a 100% yield; for example, 0.34 means a 34% yield). (1) The reactants are [C:1]([O:5][C:6](=[O:15])[CH2:7]/[N:8]=[CH:9]/[CH2:10][C:11]([CH3:14])([CH3:13])[CH3:12])([CH3:4])([CH3:3])[CH3:2].[Cl:16][C:17]1[CH:22]=[C:21]([F:23])[C:20](/[C:24](=[CH:27]/[C:28]2[CH:33]=[CH:32][CH:31]=[C:30]([Cl:34])[C:29]=2F)/[C:25]#[N:26])=[C:19]([F:36])[CH:18]=1.C(N(CC)CC)C.C1CCN2C(=NCCC2)CC1. The catalyst is ClCCl.C(O)(C)(C)C. The product is [C:1]([O:5][C:6]([CH:7]1[CH:27]([C:28]2[CH:33]=[CH:32][CH:31]=[C:30]([Cl:34])[CH:29]=2)[C:24]([C:20]2[C:19]([F:36])=[CH:18][C:17]([Cl:16])=[CH:22][C:21]=2[F:23])([C:25]#[N:26])[CH:9]([CH2:10][C:11]([CH3:14])([CH3:13])[CH3:12])[NH:8]1)=[O:15])([CH3:4])([CH3:3])[CH3:2]. The yield is 0.410. (2) The catalyst is CN(C)C1C=CN=CC=1.C1COCC1.C(Cl)Cl.O.C(OCC)(=O)C. The product is [C:1]([C:5]1[CH:9]=[C:8]([NH:10][C:11]([NH:13][C:14]2[CH:19]=[CH:18][C:17]([O:20][C:21]3[CH:26]=[CH:25][N:24]=[C:23]([CH3:27])[CH:22]=3)=[CH:16][C:15]=2[F:28])=[O:12])[N:7]([C:29]2[CH:30]=[C:31]([CH:35]=[CH:36][CH:37]=2)[C:32]([NH:38][CH2:39][CH:40]([OH:43])[CH2:41][OH:42])=[O:33])[N:6]=1)([CH3:2])([CH3:4])[CH3:3]. The yield is 0.200. The reactants are [C:1]([C:5]1[CH:9]=[C:8]([NH:10][C:11]([NH:13][C:14]2[CH:19]=[CH:18][C:17]([O:20][C:21]3[CH:26]=[CH:25][N:24]=[C:23]([CH3:27])[CH:22]=3)=[CH:16][C:15]=2[F:28])=[O:12])[N:7]([C:29]2[CH:30]=[C:31]([CH:35]=[CH:36][CH:37]=2)[C:32](O)=[O:33])[N:6]=1)([CH3:4])([CH3:3])[CH3:2].[NH2:38][CH2:39][CH:40]([OH:43])[CH2:41][OH:42].Cl.CN(C)CCCN=C=NCC.ON1C2C=CC=CC=2N=N1. (3) The reactants are [C:1]([O:4][C@@H:5]1[C@H:9]([O:10][C:11](=[O:13])[CH3:12])[C@@H:8]([C:14]#[CH:15])[O:7][C@H:6]1[N:16]1[CH:24]=[N:23][C:22]2[C:17]1=[N:18][CH:19]=[N:20][C:21]=2Cl)(=[O:3])[CH3:2].C(N(CC)C(C)C)(C)C.Cl.[CH2:36]([O:38][C@H:39]1[CH2:44][CH2:43][C@H:42]([NH2:45])[CH2:41][CH2:40]1)[CH3:37]. The catalyst is CC(O)C. The product is [C:1]([O:4][C@@H:5]1[C@H:9]([O:10][C:11](=[O:13])[CH3:12])[C@@H:8]([C:14]#[CH:15])[O:7][C@H:6]1[N:16]1[CH:24]=[N:23][C:22]2[C:17]1=[N:18][CH:19]=[N:20][C:21]=2[NH:45][C@H:42]1[CH2:43][CH2:44][C@H:39]([O:38][CH2:36][CH3:37])[CH2:40][CH2:41]1)(=[O:3])[CH3:2]. The yield is 0.520. (4) The reactants are [OH:1][CH2:2][CH2:3][O:4][C@H:5]1[CH2:10][CH2:9][C@H:8]([N:11]2[C:16](=[O:17])[C:15]([CH2:18][C:19]3[CH:24]=[CH:23][C:22]([C:25]4[C:26]([C:31]#[N:32])=[CH:27][CH:28]=[CH:29][CH:30]=4)=[CH:21][CH:20]=3)=[C:14]([CH2:33][CH2:34][CH3:35])[N:13]3[N:36]=[CH:37][N:38]=[C:12]23)[CH2:7][CH2:6]1.FC(F)(F)S(O[Si](C(C)(C)C)(C)C)(=O)=O.[N:54]1C(C)=CC=CC=1C.[Cl-].O[NH3+].[C:65](=[O:68])([O-])[OH:66].[Na+]. The catalyst is C(OCC)(=O)C.CS(C)=O.O1CCCC1. The product is [OH:1][CH2:2][CH2:3][O:4][C@H:5]1[CH2:10][CH2:9][C@H:8]([N:11]2[C:16](=[O:17])[C:15]([CH2:18][C:19]3[CH:24]=[CH:23][C:22]([C:25]4[CH:30]=[CH:29][CH:28]=[CH:27][C:26]=4[C:31]4[NH:54][C:65](=[O:68])[O:66][N:32]=4)=[CH:21][CH:20]=3)=[C:14]([CH2:33][CH2:34][CH3:35])[N:13]3[N:36]=[CH:37][N:38]=[C:12]23)[CH2:7][CH2:6]1. The yield is 0.450.